Task: Predict the reaction yield, written as a fraction of the theoretical maximum amount of product (1.0 means a 100% yield; for example, 0.34 means a 34% yield).. Dataset: Reaction yield outcomes from USPTO patents with 853,638 reactions (1) The reactants are Cl[C:2]1[C:7]([CH:8]=[O:9])=[C:6]([Cl:10])[N:5]=[C:4]([S:11][CH3:12])[N:3]=1.[F:13][C:14]1[CH:20]=[CH:19][CH:18]=[C:17]([F:21])[C:15]=1[NH2:16].CCN(CC)CC.O. The catalyst is C(Cl)(Cl)Cl. The product is [Cl:10][C:6]1[C:7]([CH:8]=[O:9])=[C:2]([NH:16][C:15]2[C:14]([F:13])=[CH:20][CH:19]=[CH:18][C:17]=2[F:21])[N:3]=[C:4]([S:11][CH3:12])[N:5]=1. The yield is 0.760. (2) The product is [CH:26]1[C:25]2[CH:24]([CH2:23][O:22][C:20]([NH:37][CH2:38][C:39]([NH:1][C:2]3[CH:3]=[C:4]([CH:8]=[CH:9][CH:10]=3)[C:5]([OH:7])=[O:6])=[O:40])=[O:21])[C:36]3[C:31](=[CH:32][CH:33]=[CH:34][CH:35]=3)[C:30]=2[CH:29]=[CH:28][CH:27]=1. The reactants are [NH2:1][C:2]1[CH:3]=[C:4]([CH:8]=[CH:9][CH:10]=1)[C:5]([OH:7])=[O:6].C(N(C(C)C)C(C)C)C.[C:20]([NH:37][CH2:38][C:39](Cl)=[O:40])([O:22][CH2:23][CH:24]1[C:36]2[C:31](=[CH:32][CH:33]=[CH:34][CH:35]=2)[C:30]2[C:25]1=[CH:26][CH:27]=[CH:28][CH:29]=2)=[O:21].Cl. The catalyst is C1COCC1.C(Cl)Cl. The yield is 0.430.